Dataset: Catalyst prediction with 721,799 reactions and 888 catalyst types from USPTO. Task: Predict which catalyst facilitates the given reaction. (1) Reactant: [Cl:1][C:2]1[CH:7]=[CH:6][C:5]([C:8]2[C:9]([C:14]([O:16]C)=[O:15])=[CH:10][CH:11]=[CH:12][CH:13]=2)=[CH:4][C:3]=1[C:18]([NH:20][CH2:21][C:22]1([CH2:29][OH:30])[CH2:28][CH2:27][CH2:26][CH2:25][CH2:24][CH2:23]1)=[O:19].[OH-].[K+].O.CO. Product: [Cl:1][C:2]1[CH:7]=[CH:6][C:5]([C:8]2[C:9]([C:14]([OH:16])=[O:15])=[CH:10][CH:11]=[CH:12][CH:13]=2)=[CH:4][C:3]=1[C:18]([NH:20][CH2:21][C:22]1([CH2:29][OH:30])[CH2:23][CH2:24][CH2:25][CH2:26][CH2:27][CH2:28]1)=[O:19]. The catalyst class is: 7. (2) Reactant: [H-].[Na+].[CH3:3][N:4]1[C:10]2[CH:11]=[CH:12][CH:13]=[CH:14][C:9]=2[NH:8][C:7](=[O:15])[C@@H:6]([NH:16][C:17](=[O:23])[O:18][C:19]([CH3:22])([CH3:21])[CH3:20])[CH2:5]1.[CH3:24]I. Product: [CH3:24][N:8]1[C:9]2[CH:14]=[CH:13][CH:12]=[CH:11][C:10]=2[N:4]([CH3:3])[CH2:5][C@H:6]([NH:16][C:17](=[O:23])[O:18][C:19]([CH3:20])([CH3:22])[CH3:21])[C:7]1=[O:15]. The catalyst class is: 1.